Dataset: Peptide-MHC class II binding affinity with 134,281 pairs from IEDB. Task: Regression. Given a peptide amino acid sequence and an MHC pseudo amino acid sequence, predict their binding affinity value. This is MHC class II binding data. (1) The peptide sequence is KRHPNNTIFSVDK. The MHC is DRB5_0101 with pseudo-sequence DRB5_0101. The binding affinity (normalized) is 0.178. (2) The peptide sequence is GVWTFDSEEPLQGPF. The MHC is HLA-DQA10401-DQB10402 with pseudo-sequence HLA-DQA10401-DQB10402. The binding affinity (normalized) is 0.377. (3) The peptide sequence is SQDLELSWNLNGLQAC. The MHC is DRB1_0401 with pseudo-sequence DRB1_0401. The binding affinity (normalized) is 0.542. (4) The peptide sequence is EAKYDAYVATLSEALRIIAG. The MHC is HLA-DQA10501-DQB10201 with pseudo-sequence HLA-DQA10501-DQB10201. The binding affinity (normalized) is 0.0949. (5) The peptide sequence is NDKFTVFEGAFNKAI. The MHC is HLA-DQA10301-DQB10302 with pseudo-sequence HLA-DQA10301-DQB10302. The binding affinity (normalized) is 0.273.